Dataset: Catalyst prediction with 721,799 reactions and 888 catalyst types from USPTO. Task: Predict which catalyst facilitates the given reaction. Reactant: [Cl:1][C:2]1[C:3]([N:17]2[CH2:22][CH2:21][CH:20]([C:23]([OH:25])=O)[CH2:19][CH2:18]2)=[N:4][C:5]([O:15][CH3:16])=[C:6]([C:8]2[O:9][C:10]([CH2:13][CH3:14])=[CH:11][N:12]=2)[CH:7]=1.CCN=C=NCCCN(C)C.C1C=CC2N(O)N=NC=2C=1.[Cl:47][C:48]1[S:52][C:51]([S:53]([NH2:56])(=[O:55])=[O:54])=[CH:50][CH:49]=1.CCN(C(C)C)C(C)C. Product: [Cl:1][C:2]1[C:3]([N:17]2[CH2:18][CH2:19][CH:20]([C:23]([NH:56][S:53]([C:51]3[S:52][C:48]([Cl:47])=[CH:49][CH:50]=3)(=[O:55])=[O:54])=[O:25])[CH2:21][CH2:22]2)=[N:4][C:5]([O:15][CH3:16])=[C:6]([C:8]2[O:9][C:10]([CH2:13][CH3:14])=[CH:11][N:12]=2)[CH:7]=1. The catalyst class is: 2.